Dataset: Full USPTO retrosynthesis dataset with 1.9M reactions from patents (1976-2016). Task: Predict the reactants needed to synthesize the given product. (1) Given the product [CH3:1][C:2]([CH3:20])([CH3:19])[CH2:3][CH:4]1[CH2:7][C:6]([C:8]([OH:10])=[O:9])=[CH:5]1, predict the reactants needed to synthesize it. The reactants are: [CH3:1][C:2]([CH3:20])([CH3:19])[CH2:3][CH:4]1[CH2:7][CH:6]([C:8]([O:10]CC)=[O:9])[CH:5]1N1CCCCC1.C1(C)C=CC(S(OC)(=O)=O)=CC=1. (2) The reactants are: [C:1]1([S:7]([N:10]2[C:18]3[C:13](=[CH:14][C:15]([O:20]CC4C=CC=CC=4)=[C:16]([F:19])[CH:17]=3)[CH:12]=[CH:11]2)(=[O:9])=[O:8])[CH:6]=[CH:5][CH:4]=[CH:3][CH:2]=1. Given the product [F:19][C:16]1[CH:17]=[C:18]2[C:13]([CH:12]=[CH:11][N:10]2[S:7]([C:1]2[CH:6]=[CH:5][CH:4]=[CH:3][CH:2]=2)(=[O:9])=[O:8])=[CH:14][C:15]=1[OH:20], predict the reactants needed to synthesize it. (3) Given the product [CH:20]1([CH:19]=[C:18]([C:16]2[NH:15][C:12]3=[N:13][CH:14]=[C:9]([O:8][C:5]([CH3:6])([CH3:7])[C:4]([OH:35])=[O:3])[CH:10]=[C:11]3[CH:17]=2)[C:25]2[CH:30]=[CH:29][C:28]([S:31]([CH3:34])(=[O:33])=[O:32])=[CH:27][CH:26]=2)[CH2:24][CH2:23][CH2:22][CH2:21]1, predict the reactants needed to synthesize it. The reactants are: C([O:3][C:4](=[O:35])[C:5]([O:8][C:9]1[CH:10]=[C:11]2[CH:17]=[C:16]([CH:18]([C:25]3[CH:30]=[CH:29][C:28]([S:31]([CH3:34])(=[O:33])=[O:32])=[CH:27][CH:26]=3)[CH2:19][CH:20]3[CH2:24][CH2:23][CH2:22][CH2:21]3)[NH:15][C:12]2=[N:13][CH:14]=1)([CH3:7])[CH3:6])C.[OH-].[Li+]. (4) Given the product [C:1]1([C:19]2[CH:24]=[CH:23][CH:22]=[CH:21][CH:20]=2)[C:2]([C:7]([NH:9][C:10]2[CH:18]=[CH:17][C:13]([C:14]([Cl:27])=[O:15])=[CH:12][CH:11]=2)=[O:8])=[CH:3][CH:4]=[CH:5][CH:6]=1, predict the reactants needed to synthesize it. The reactants are: [C:1]1([C:19]2[CH:24]=[CH:23][CH:22]=[CH:21][CH:20]=2)[C:2]([C:7]([NH:9][C:10]2[CH:18]=[CH:17][C:13]([C:14](O)=[O:15])=[CH:12][CH:11]=2)=[O:8])=[CH:3][CH:4]=[CH:5][CH:6]=1.S(Cl)([Cl:27])=O. (5) Given the product [CH3:5][N:6]1[CH2:34][CH2:33][C:9]2[N:10]([CH:18]=[C:19]([C:22]3[CH:23]=[C:24]([CH:30]=[CH:31][CH:32]=3)[C:25]([N:27]([CH3:28])[CH3:29])=[O:26])[CH3:20])[C:11]3[CH:12]=[CH:13][C:14]([CH3:17])=[CH:15][C:16]=3[C:8]=2[CH2:7]1, predict the reactants needed to synthesize it. The reactants are: S(Cl)(Cl)=O.[CH3:5][N:6]1[CH2:34][CH2:33][C:9]2[N:10]([CH2:18][C:19]([C:22]3[CH:23]=[C:24]([CH:30]=[CH:31][CH:32]=3)[C:25]([N:27]([CH3:29])[CH3:28])=[O:26])(O)[CH3:20])[C:11]3[CH:12]=[CH:13][C:14]([CH3:17])=[CH:15][C:16]=3[C:8]=2[CH2:7]1.[OH-].[K+].O. (6) Given the product [CH2:12]([O:14][C:15]([C:17]1[N:18]=[C:19]([Br:23])[S:20][C:21]=1[NH:22][C:1](=[O:10])[C:2]1[CH:7]=[CH:6][C:5]([O:8][CH3:9])=[CH:4][CH:3]=1)=[O:16])[CH3:13], predict the reactants needed to synthesize it. The reactants are: [C:1](Cl)(=[O:10])[C:2]1[CH:7]=[CH:6][C:5]([O:8][CH3:9])=[CH:4][CH:3]=1.[CH2:12]([O:14][C:15]([C:17]1[N:18]=[C:19]([Br:23])[S:20][C:21]=1[NH2:22])=[O:16])[CH3:13]. (7) Given the product [C:10]([C:2]1[CH:3]=[CH:4][C:5]([CH2:8][OH:9])=[N:6][CH:7]=1)#[N:11], predict the reactants needed to synthesize it. The reactants are: Br[C:2]1[CH:3]=[CH:4][C:5]([CH2:8][OH:9])=[N:6][CH:7]=1.[C-:10]#[N:11].[Na+]. (8) The reactants are: [Cl:1][C:2]1[CH:3]=[C:4]([NH:9][C:10]([NH:12][C:13]2[CH:14]=[C:15]3[C:19](=[CH:20][CH:21]=2)[N:18]([C:22]2[N:30]=[C:29]([NH:31][C@H:32]4[CH2:37][CH2:36][C@H:35]([NH:38]C(OC(C)(C)C)=O)[CH2:34][CH2:33]4)[N:28]=[C:27]4[C:23]=2[N:24]=[CH:25][N:26]4C(OC(C)(C)C)=O)[CH2:17][CH2:16]3)=[O:11])[CH:5]=[CH:6][C:7]=1[Cl:8].Cl. Given the product [NH2:38][C@H:35]1[CH2:34][CH2:33][C@H:32]([NH:31][C:29]2[N:28]=[C:27]3[C:23]([N:24]=[CH:25][NH:26]3)=[C:22]([N:18]3[C:19]4[C:15](=[CH:14][C:13]([NH:12][C:10]([NH:9][C:4]5[CH:5]=[CH:6][C:7]([Cl:8])=[C:2]([Cl:1])[CH:3]=5)=[O:11])=[CH:21][CH:20]=4)[CH2:16][CH2:17]3)[N:30]=2)[CH2:37][CH2:36]1, predict the reactants needed to synthesize it. (9) The reactants are: [C:1]1([C:7]2[CH:8]=[C:9]3[C:13](=[CH:14][CH:15]=2)[NH:12][CH:11]=[CH:10]3)[CH:6]=[CH:5][CH:4]=[CH:3][CH:2]=1.[C:16](O[C:16]([O:18][C:19]([CH3:22])([CH3:21])[CH3:20])=[O:17])([O:18][C:19]([CH3:22])([CH3:21])[CH3:20])=[O:17].C(OCC)(=O)C. Given the product [C:19]([O:18][C:16]([N:12]1[C:13]2[C:9](=[CH:8][C:7]([C:1]3[CH:2]=[CH:3][CH:4]=[CH:5][CH:6]=3)=[CH:15][CH:14]=2)[CH:10]=[CH:11]1)=[O:17])([CH3:22])([CH3:21])[CH3:20], predict the reactants needed to synthesize it.